This data is from Peptide-MHC class I binding affinity with 185,985 pairs from IEDB/IMGT. The task is: Regression. Given a peptide amino acid sequence and an MHC pseudo amino acid sequence, predict their binding affinity value. This is MHC class I binding data. (1) The peptide sequence is VLNPYMPTV. The MHC is HLA-A02:19 with pseudo-sequence HLA-A02:19. The binding affinity (normalized) is 0.898. (2) The peptide sequence is NFFHASLAY. The MHC is HLA-A02:03 with pseudo-sequence HLA-A02:03. The binding affinity (normalized) is 0.0847. (3) The peptide sequence is ATFEVFLAK. The MHC is HLA-A26:01 with pseudo-sequence HLA-A26:01. The binding affinity (normalized) is 0.0847. (4) The peptide sequence is RVKEKYQHL. The MHC is HLA-A01:01 with pseudo-sequence HLA-A01:01. The binding affinity (normalized) is 0. (5) The peptide sequence is HTCMSECVRL. The MHC is HLA-A02:01 with pseudo-sequence HLA-A02:01. The binding affinity (normalized) is 0.292.